Dataset: Full USPTO retrosynthesis dataset with 1.9M reactions from patents (1976-2016). Task: Predict the reactants needed to synthesize the given product. (1) Given the product [CH:34]1([N:1]2[CH2:4][CH:3]([O:5][C:6]3[CH:11]=[CH:10][C:9]([N:12]4[CH:17]=[CH:16][C:15]5[N:18]=[C:19]([C:21]6[CH:22]=[CH:23][C:24]([C:27]([F:29])([F:28])[F:30])=[CH:25][CH:26]=6)[S:20][C:14]=5[C:13]4=[O:31])=[CH:8][C:7]=3[O:32][CH3:33])[CH2:2]2)[CH2:37][CH2:36][CH2:35]1, predict the reactants needed to synthesize it. The reactants are: [NH:1]1[CH2:4][CH:3]([O:5][C:6]2[CH:11]=[CH:10][C:9]([N:12]3[CH:17]=[CH:16][C:15]4[N:18]=[C:19]([C:21]5[CH:26]=[CH:25][C:24]([C:27]([F:30])([F:29])[F:28])=[CH:23][CH:22]=5)[S:20][C:14]=4[C:13]3=[O:31])=[CH:8][C:7]=2[O:32][CH3:33])[CH2:2]1.[C:34]1(=O)[CH2:37][CH2:36][CH2:35]1.C(O[BH-](OC(=O)C)OC(=O)C)(=O)C.[Na+].C(O)(=O)C.C(=O)(O)[O-].[Na+]. (2) Given the product [CH3:8][N:7]1[C:6]2[CH:9]=[CH:10][C:11]([C:20]3[C:21]4[CH:30]=[CH:29][N:28]([S:31]([C:34]5[CH:35]=[CH:36][C:37]([CH3:40])=[CH:38][CH:39]=5)(=[O:32])=[O:33])[C:22]=4[C:23](=[O:27])[N:24]([CH3:26])[CH:25]=3)=[C:12]([O:13][C:14]3[CH:15]=[CH:16][CH:17]=[CH:18][CH:19]=3)[C:5]=2[N:4]=[C:3]1[CH2:2][NH:1][C:45]([CH:41]1[CH2:44][CH2:43][CH2:42]1)=[O:46], predict the reactants needed to synthesize it. The reactants are: [NH2:1][CH2:2][C:3]1[N:7]([CH3:8])[C:6]2[CH:9]=[CH:10][C:11]([C:20]3[C:21]4[CH:30]=[CH:29][N:28]([S:31]([C:34]5[CH:39]=[CH:38][C:37]([CH3:40])=[CH:36][CH:35]=5)(=[O:33])=[O:32])[C:22]=4[C:23](=[O:27])[N:24]([CH3:26])[CH:25]=3)=[C:12]([O:13][C:14]3[CH:19]=[CH:18][CH:17]=[CH:16][CH:15]=3)[C:5]=2[N:4]=1.[CH:41]1([C:45](Cl)=[O:46])[CH2:44][CH2:43][CH2:42]1. (3) The reactants are: [Cl:1][C:2]1[CH:32]=[CH:31][C:5]([CH2:6][N:7]2[C:15]3[C:14](=[O:16])[NH:13][C:12](=[O:17])[N:11]([CH3:18])[C:10]=3[N:9]=[C:8]2[O:19][C:20]2[CH:25]=[CH:24][CH:23]=[C:22]([O:26][C:27]([F:30])([F:29])[F:28])[CH:21]=2)=[CH:4][CH:3]=1.C(=O)([O-])[O-].[K+].[K+].Cl[CH2:40][C:41](=[O:43])[CH3:42]. Given the product [Cl:1][C:2]1[CH:3]=[CH:4][C:5]([CH2:6][N:7]2[C:15]3[C:14](=[O:16])[N:13]([CH2:40][C:41](=[O:43])[CH3:42])[C:12](=[O:17])[N:11]([CH3:18])[C:10]=3[N:9]=[C:8]2[O:19][C:20]2[CH:25]=[CH:24][CH:23]=[C:22]([O:26][C:27]([F:30])([F:28])[F:29])[CH:21]=2)=[CH:31][CH:32]=1, predict the reactants needed to synthesize it. (4) Given the product [NH2:17][C:16]1[C:6]2[N:5]([CH2:4][CH2:3][N:2]([CH3:20])[CH3:1])[C:11](=[O:12])[CH2:10][CH2:9][CH2:8][C:7]=2[CH:13]=[CH:14][CH:15]=1, predict the reactants needed to synthesize it. The reactants are: [CH3:1][N:2]([CH3:20])[CH2:3][CH2:4][N:5]1[C:11](=[O:12])[CH2:10][CH2:9][CH2:8][C:7]2[CH:13]=[CH:14][CH:15]=[C:16]([N+:17]([O-])=O)[C:6]1=2. (5) Given the product [CH:3](=[O:4])[CH3:2].[N:5]1([C:3](=[O:4])[CH3:2])[CH2:9][CH2:8][CH2:7][CH2:6]1, predict the reactants needed to synthesize it. The reactants are: Cl[CH2:2][C:3]([N:5]1[CH2:9][CH2:8][CH2:7][CH2:6]1)=[O:4]. (6) Given the product [CH3:1][C@@:2]([NH:15][NH2:16])([C:12]([OH:14])=[O:13])[CH2:3][C:4]1[CH:5]=[CH:6][C:7]([OH:11])=[C:8]([OH:10])[CH:9]=1.[CH:17]1[C:22]([CH2:23][C@H:24]([NH2:28])[C:25]([OH:27])=[O:26])=[CH:21][C:20]([OH:29])=[C:19]([OH:30])[CH:18]=1, predict the reactants needed to synthesize it. The reactants are: [CH3:1][C@@:2]([NH:15][NH2:16])([C:12]([OH:14])=[O:13])[CH2:3][C:4]1[CH:5]=[CH:6][C:7]([OH:11])=[C:8]([OH:10])[CH:9]=1.[CH:17]1[C:22]([CH2:23][C@H:24]([NH2:28])[C:25]([OH:27])=[O:26])=[CH:21][C:20]([OH:29])=[C:19]([OH:30])[CH:18]=1.